The task is: Regression. Given a peptide amino acid sequence and an MHC pseudo amino acid sequence, predict their binding affinity value. This is MHC class I binding data.. This data is from Peptide-MHC class I binding affinity with 185,985 pairs from IEDB/IMGT. (1) The peptide sequence is VHDREGNEV. The MHC is HLA-B40:01 with pseudo-sequence HLA-B40:01. The binding affinity (normalized) is 0.0847. (2) The peptide sequence is KFRKSSFFV. The MHC is HLA-A24:02 with pseudo-sequence HLA-A24:02. The binding affinity (normalized) is 0.435. (3) The peptide sequence is RSTIFDIVSK. The MHC is HLA-A33:01 with pseudo-sequence HLA-A33:01. The binding affinity (normalized) is 0.189. (4) The peptide sequence is YLSDSDNIKI. The MHC is HLA-A68:02 with pseudo-sequence HLA-A68:02. The binding affinity (normalized) is 0.172. (5) The MHC is HLA-A02:19 with pseudo-sequence HLA-A02:19. The peptide sequence is KQLEYSWVL. The binding affinity (normalized) is 0.778. (6) The peptide sequence is DINVIGLIV. The MHC is HLA-A02:01 with pseudo-sequence HLA-A02:01. The binding affinity (normalized) is 0.204.